Dataset: Forward reaction prediction with 1.9M reactions from USPTO patents (1976-2016). Task: Predict the product of the given reaction. Given the reactants C1(C2C=CC=CC=2)C=CC=CC=1.[C:13]([O:17][C:18](=[O:45])[NH:19][CH:20]1[CH2:25][CH2:24][N:23]([S:26]([C:29]2[C:34]([Cl:35])=[CH:33][CH:32]=[C:31]([NH:36][C:37]3[C:40](=[O:41])[C:39](=[O:42])[C:38]=3Cl)[C:30]=2[OH:44])(=[O:28])=[O:27])[CH2:22][CH2:21]1)([CH3:16])([CH3:15])[CH3:14].[NH2:46][C:47]1[CH:52]=[CH:51][CH:50]=[CH:49][CH:48]=1, predict the reaction product. The product is: [C:13]([O:17][C:18](=[O:45])[NH:19][CH:20]1[CH2:25][CH2:24][N:23]([S:26]([C:29]2[C:34]([Cl:35])=[CH:33][CH:32]=[C:31]([NH:36][C:37]3[C:40](=[O:41])[C:39](=[O:42])[C:38]=3[NH:46][C:47]3[CH:52]=[CH:51][CH:50]=[CH:49][CH:48]=3)[C:30]=2[OH:44])(=[O:28])=[O:27])[CH2:22][CH2:21]1)([CH3:15])([CH3:14])[CH3:16].